Task: Predict the product of the given reaction.. Dataset: Forward reaction prediction with 1.9M reactions from USPTO patents (1976-2016) (1) Given the reactants [CH3:1][O:2][C:3](=[O:12])[C:4]1[CH:9]=[C:8]([OH:10])[CH:7]=[CH:6][C:5]=1[OH:11].N1C=CN=C1.[Si:18](Cl)([C:21]([CH3:24])([CH3:23])[CH3:22])([CH3:20])[CH3:19], predict the reaction product. The product is: [CH3:1][O:2][C:3](=[O:12])[C:4]1[CH:9]=[C:8]([O:10][Si:18]([C:21]([CH3:24])([CH3:23])[CH3:22])([CH3:20])[CH3:19])[CH:7]=[CH:6][C:5]=1[OH:11]. (2) Given the reactants [CH2:1]([O:3][C:4]1[C:5](=O)[CH:6]([C:10](=O)[C:11]([O:13][CH2:14][CH3:15])=[O:12])[CH2:7][CH2:8][CH:9]=1)[CH3:2].O.[NH2:19][NH2:20], predict the reaction product. The product is: [CH2:1]([O:3][C:4]1[C:5]2[NH:20][N:19]=[C:10]([C:11]([O:13][CH2:14][CH3:15])=[O:12])[C:6]=2[CH2:7][CH2:8][CH:9]=1)[CH3:2]. (3) Given the reactants [NH2:1][C:2]1[CH:3]=[CH:4][CH:5]=[C:6]2[C:11]=1[N:10]=[CH:9][CH:8]=[CH:7]2.[F:12][C:13]([F:25])([F:24])[C:14]1[CH:15]=[C:16]([S:20](Cl)(=[O:22])=[O:21])[CH:17]=[N:18][CH:19]=1.N1C=CC=CC=1, predict the reaction product. The product is: [N:10]1[C:11]2[C:6](=[CH:5][CH:4]=[CH:3][C:2]=2[NH:1][S:20]([C:16]2[CH:17]=[N:18][CH:19]=[C:14]([C:13]([F:25])([F:12])[F:24])[CH:15]=2)(=[O:22])=[O:21])[CH:7]=[CH:8][CH:9]=1. (4) The product is: [CH3:1][O:2][C:3](=[O:21])/[CH:4]=[CH:5]/[C:6]1[CH:11]=[C:10]([O:12][CH2:13][CH2:14][O:15][CH3:16])[C:9]([Cl:17])=[CH:8][C:7]=1[NH2:18]. Given the reactants [CH3:1][O:2][C:3](=[O:21])/[CH:4]=[CH:5]/[C:6]1[CH:11]=[C:10]([O:12][CH2:13][CH2:14][O:15][CH3:16])[C:9]([Cl:17])=[CH:8][C:7]=1[N+:18]([O-])=O.Cl[Sn]Cl.C([O-])([O-])=O.[Na+].[Na+], predict the reaction product. (5) Given the reactants [F:1][C:2]1[CH:3]=[C:4]([CH2:8][S:9][C:10]2[N:15]=[C:14]([OH:16])[CH:13]=[C:12]([CH3:17])[N:11]=2)[CH:5]=[N:6][CH:7]=1.[ClH:18].O1CCOCC1, predict the reaction product. The product is: [ClH:18].[F:1][C:2]1[CH:3]=[C:4]([CH2:8][S:9][C:10]2[N:15]=[C:14]([OH:16])[CH:13]=[C:12]([CH3:17])[N:11]=2)[CH:5]=[N:6][CH:7]=1. (6) Given the reactants [NH2:1][C@@H:2]([CH2:11][OH:12])[C@H:3]([C:5]1[CH:10]=[CH:9][CH:8]=[CH:7][CH:6]=1)[OH:4].[C:13](=O)(OCC)[O:14]CC.C([O-])([O-])=O.[K+].[K+], predict the reaction product. The product is: [OH:12][CH2:11][C@H:2]1[C@H:3]([C:5]2[CH:6]=[CH:7][CH:8]=[CH:9][CH:10]=2)[O:4][C:13](=[O:14])[NH:1]1.